This data is from Reaction yield outcomes from USPTO patents with 853,638 reactions. The task is: Predict the reaction yield, written as a fraction of the theoretical maximum amount of product (1.0 means a 100% yield; for example, 0.34 means a 34% yield). (1) The catalyst is CO. The yield is 0.970. The product is [F:32][C:27]1[CH:28]=[CH:29][CH:30]=[CH:31][C:26]=1[CH2:25][NH:24][CH2:23][CH2:22][O:21][C@@H:20]1[CH2:19][NH:18][CH2:17][C@@H:16]1[CH2:15][C:13]1[N:14]=[C:9]([NH2:8])[CH:10]=[C:11]([CH3:40])[CH:12]=1. The reactants are C(OC([N:8](C(OC(C)(C)C)=O)[C:9]1[N:14]=[C:13]([CH2:15][C@@H:16]2[C@H:20]([O:21][CH2:22][CH2:23][NH:24][CH2:25][C:26]3[CH:31]=[CH:30][CH:29]=[CH:28][C:27]=3[F:32])[CH2:19][N:18](C(OC(C)(C)C)=O)[CH2:17]2)[CH:12]=[C:11]([CH3:40])[CH:10]=1)=O)(C)(C)C.Cl. (2) The reactants are [F:1][C:2]1[CH:3]=[N:4][CH:5]=[CH:6][C:7]=1[C:8]1[C:9]([O:16]C)=[N:10][C:11]([O:14]C)=[N:12][CH:13]=1.CC(O)C.C(Cl)[Cl:23]. The catalyst is CO. The product is [ClH:23].[F:1][C:2]1[CH:3]=[N:4][CH:5]=[CH:6][C:7]=1[C:8]1[C:9](=[O:16])[NH:10][C:11](=[O:14])[NH:12][CH:13]=1. The yield is 0.850. (3) The yield is 0.740. The product is [Cl:1][C:2]1[C:23]([Cl:24])=[CH:22][C:5]2[N:6]([CH2:14][O:15][CH2:16][CH2:17][Si:18]([CH3:19])([CH3:21])[CH3:20])[C:7]([CH2:9][CH2:10][CH2:11][CH2:12][N:48]([CH2:47][C@@H:31]3[C@H:29]4[O:30][C:26]([CH3:52])([CH3:25])[O:27][C@H:28]4[C@H:33]([N:34]4[C:38]5[N:39]=[CH:40][N:41]=[C:42]([NH:43][CH:44]6[CH2:46][CH2:45]6)[C:37]=5[CH:36]=[CH:35]4)[CH2:32]3)[CH:49]([CH3:50])[CH3:51])=[N:8][C:4]=2[CH:3]=1. The reactants are [Cl:1][C:2]1[C:23]([Cl:24])=[CH:22][C:5]2[N:6]([CH2:14][O:15][CH2:16][CH2:17][Si:18]([CH3:21])([CH3:20])[CH3:19])[C:7]([CH2:9][CH2:10][CH2:11][CH:12]=O)=[N:8][C:4]=2[CH:3]=1.[CH3:25][C:26]1([CH3:52])[O:30][C@@H:29]2[C@@H:31]([CH2:47][NH:48][CH:49]([CH3:51])[CH3:50])[CH2:32][C@@H:33]([N:34]3[C:38]4[N:39]=[CH:40][N:41]=[C:42]([NH:43][CH:44]5[CH2:46][CH2:45]5)[C:37]=4[CH:36]=[CH:35]3)[C@@H:28]2[O:27]1.C(O[BH-](OC(=O)C)OC(=O)C)(=O)C.[Na+]. The catalyst is ClCCCl. (4) The reactants are Br[CH2:2][C:3]([CH3:5])=[CH2:4].CN(C=O)C.[Cl:11][C:12]1[C:13]([CH3:19])=[C:14]([OH:18])[CH:15]=[CH:16][CH:17]=1.C(=O)([O-])[O-].[K+].[K+]. The catalyst is O.C(OCC)(=O)C. The product is [Cl:11][C:12]1[CH:17]=[CH:16][CH:15]=[C:14]([O:18][CH2:4][C:3]([CH3:5])=[CH2:2])[C:13]=1[CH3:19]. The yield is 0.990. (5) The reactants are [C:1]([O:5][C:6]([N:8]1[CH2:12][C@@H:11]([F:13])[CH2:10][C@H:9]1[C:14](O)=[O:15])=[O:7])([CH3:4])([CH3:3])[CH3:2]. The catalyst is C1COCC1. The product is [F:13][C@@H:11]1[CH2:12][N:8]([C:6]([O:5][C:1]([CH3:2])([CH3:3])[CH3:4])=[O:7])[C@H:9]([CH2:14][OH:15])[CH2:10]1. The yield is 0.900. (6) The reactants are [Cl:1][C:2]1[CH:3]=[C:4]2[C:9](=[CH:10][CH:11]=1)[NH:8][CH:7]([C:12](O)=[O:13])[CH2:6][CH2:5]2.S(C)C.CO.Cl. The catalyst is C1COCC1. The product is [Cl:1][C:2]1[CH:3]=[C:4]2[C:9](=[CH:10][CH:11]=1)[NH:8][CH:7]([CH2:12][OH:13])[CH2:6][CH2:5]2. The yield is 0.353.